Dataset: NCI-60 drug combinations with 297,098 pairs across 59 cell lines. Task: Regression. Given two drug SMILES strings and cell line genomic features, predict the synergy score measuring deviation from expected non-interaction effect. (1) Drug 1: C1CN1P(=S)(N2CC2)N3CC3. Drug 2: C1CC(=O)NC(=O)C1N2C(=O)C3=CC=CC=C3C2=O. Cell line: OVCAR-8. Synergy scores: CSS=20.0, Synergy_ZIP=-4.90, Synergy_Bliss=-3.32, Synergy_Loewe=-10.9, Synergy_HSA=-3.20. (2) Drug 1: CC1CCC2CC(C(=CC=CC=CC(CC(C(=O)C(C(C(=CC(C(=O)CC(OC(=O)C3CCCCN3C(=O)C(=O)C1(O2)O)C(C)CC4CCC(C(C4)OC)O)C)C)O)OC)C)C)C)OC. Drug 2: C1CN(P(=O)(OC1)NCCCl)CCCl. Cell line: EKVX. Synergy scores: CSS=12.6, Synergy_ZIP=-4.00, Synergy_Bliss=0.233, Synergy_Loewe=-0.601, Synergy_HSA=-0.474.